From a dataset of Retrosynthesis with 50K atom-mapped reactions and 10 reaction types from USPTO. Predict the reactants needed to synthesize the given product. (1) Given the product CC(C)(C)c1csc(-c2cc3cc(C(=O)n4cc(CC(=O)OCc5ccccc5)c5cc(N)ccc54)ccc3o2)n1, predict the reactants needed to synthesize it. The reactants are: CC(C)(C)c1csc(-c2cc3cc(C(=O)n4cc(CC(=O)OCc5ccccc5)c5cc([N+](=O)[O-])ccc54)ccc3o2)n1. (2) Given the product Cc1ccc(C#N)cc1OC1CN(C(=O)CNC(=O)c2cn(-c3ccccc3)cn2)C1, predict the reactants needed to synthesize it. The reactants are: Cc1ccc(C#N)cc1OC1CNC1.O=C(O)CNC(=O)c1cn(-c2ccccc2)cn1.